From a dataset of Full USPTO retrosynthesis dataset with 1.9M reactions from patents (1976-2016). Predict the reactants needed to synthesize the given product. The reactants are: O=C=[N:3]C1CC(C)(C)CC(C)(CN=C=O)C1.[C:17]([O:21][CH2:22][CH:23](CC)CCCC)(=[O:20])[CH:18]=[CH2:19]. Given the product [C:17]([OH:21])(=[O:20])[CH:18]=[CH2:19].[NH2:3][C:17]([O:21][CH2:22][CH3:23])=[O:20], predict the reactants needed to synthesize it.